From a dataset of Cav3 T-type calcium channel HTS with 100,875 compounds. Binary Classification. Given a drug SMILES string, predict its activity (active/inactive) in a high-throughput screening assay against a specified biological target. (1) The drug is S(=O)(=O)(N1CCOCC1)c1cc(C(=O)N(CC(=O)Nc2cc3OCCOc3cc2)CC)ccc1. The result is 0 (inactive). (2) The molecule is Brc1ccc(CSCC(=O)Nc2ccc(S(=O)(=O)N3CCOCC3)cc2)cc1. The result is 0 (inactive). (3) The drug is S1(=O)(=O)N(C(c2c1cccc2)CC(O)=O)c1cc(OC)ccc1. The result is 0 (inactive). (4) The compound is FC(F)(F)C1(OCC)NC(=O)N(C1=O)Cc1ccc(OC)cc1. The result is 0 (inactive). (5) The drug is O(c1c(NC(=O)c2ccc(NC(=O)C)cc2)cc(OC)cc1)C. The result is 0 (inactive). (6) The compound is S([O-])(=O)(=O)CCC[n+]1c2c(ccc1C)cccc2. The result is 0 (inactive). (7) The compound is O1C(C(=O)NC2CC2)=CC(CC1OCc1ccc(cc1)CO)c1c2c([nH]c1)cccc2. The result is 0 (inactive). (8) The compound is S(CC(=O)N1CCCC1)c1nnc(c2cc(OC)c(OC)cc2)cc1. The result is 0 (inactive). (9) The compound is Fc1ccc(C(=O)C2CCN(CC2)C(=O)c2c(OC)ccc(OC)c2)cc1. The result is 0 (inactive). (10) The molecule is S(c1n(nnn1)c1cc2OCOc2cc1)Cc1c(F)cccc1. The result is 1 (active).